The task is: Predict the reactants needed to synthesize the given product.. This data is from Full USPTO retrosynthesis dataset with 1.9M reactions from patents (1976-2016). (1) The reactants are: [CH2:1]([O:8][C:9]1[CH:10]=[C:11]([CH:24]=[C:25]([O:27][CH2:28][C:29]2[CH:34]=[CH:33][CH:32]=[CH:31][CH:30]=2)[CH:26]=1)[C:12]([NH:14][C:15]1[CH:20]=[CH:19][C:18]([N+:21]([O-])=O)=[CH:17][N:16]=1)=[O:13])[C:2]1[CH:7]=[CH:6][CH:5]=[CH:4][CH:3]=1. Given the product [CH2:28]([O:27][C:25]1[CH:24]=[C:11]([CH:10]=[C:9]([O:8][CH2:1][C:2]2[CH:7]=[CH:6][CH:5]=[CH:4][CH:3]=2)[CH:26]=1)[C:12]([NH:14][C:15]1[CH:20]=[CH:19][C:18]([NH2:21])=[CH:17][N:16]=1)=[O:13])[C:29]1[CH:30]=[CH:31][CH:32]=[CH:33][CH:34]=1, predict the reactants needed to synthesize it. (2) Given the product [CH2:1]([O:3][P:4]([CH2:7][C:8]1[CH:13]=[C:12]([Cl:14])[CH:11]=[CH:10][C:9]=1[OH:15])([NH2:6])=[O:5])[CH3:2], predict the reactants needed to synthesize it. The reactants are: [CH2:1]([O:3][P:4]([CH2:7][C:8]1[CH:13]=[C:12]([Cl:14])[CH:11]=[CH:10][C:9]=1[O:15]CC1C=CC=CC=1)([NH2:6])=[O:5])[CH3:2].[H][H]. (3) The reactants are: [N:1]1[CH:6]=[CH:5][N:4]=[C:3]2[NH:7][CH:8]=[CH:9][C:2]=12.[Br:10]Br. Given the product [Br:10][C:9]1[C:2]2[C:3](=[N:4][CH:5]=[CH:6][N:1]=2)[NH:7][CH:8]=1, predict the reactants needed to synthesize it. (4) Given the product [F:17][C:16]([F:18])([F:19])[C:15]([F:20])([C:8]1[CH:7]=[CH:6][C:4]([NH2:5])=[C:3]([C:2]([F:10])([F:11])[F:1])[CH:9]=1)[C:14]([F:22])([F:23])[C:13]([F:25])([F:24])[F:12], predict the reactants needed to synthesize it. The reactants are: [F:1][C:2]([F:11])([F:10])[C:3]1[CH:9]=[CH:8][CH:7]=[CH:6][C:4]=1[NH2:5].[F:12][C:13]([F:25])([F:24])[C:14]([F:23])([F:22])[C:15](I)([F:20])[C:16]([F:19])([F:18])[F:17]. (5) Given the product [CH2:22]([N:6]1[C:7]2[C:12](=[CH:11][CH:10]=[C:9]([O:14][CH3:15])[CH:8]=2)[CH:13]=[C:5]1[C:3]([O:2][CH3:1])=[O:4])[C:23]1[CH:28]=[CH:27][CH:26]=[CH:25][CH:24]=1, predict the reactants needed to synthesize it. The reactants are: [CH3:1][O:2][C:3]([C:5]1[NH:6][C:7]2[C:12]([CH:13]=1)=[CH:11][CH:10]=[C:9]([O:14][CH3:15])[CH:8]=2)=[O:4].C([O-])([O-])=O.[K+].[K+].[CH2:22](Br)[C:23]1[CH:28]=[CH:27][CH:26]=[CH:25][CH:24]=1. (6) The reactants are: O=[C:2]1[CH2:7][CH2:6][CH:5]([C:8]([O:10][CH2:11][CH3:12])=[O:9])[CH2:4][CH2:3]1.[NH3:13]. Given the product [NH2:13][CH:2]1[CH2:7][CH2:6][CH:5]([C:8]([O:10][CH2:11][CH3:12])=[O:9])[CH2:4][CH2:3]1, predict the reactants needed to synthesize it. (7) Given the product [Cl:1][C:2]1[CH:29]=[CH:28][C:5]([CH2:6][N:7]2[C:15]3[C:10](=[CH:11][C:12](/[CH:16]=[C:17]4/[C:18](=[O:27])[N:19]([CH2:23][C:24]([NH:39][S:36](=[O:38])(=[O:37])[N:35]([CH3:40])[CH3:34])=[O:26])[C:20](=[O:22])[S:21]/4)=[CH:13][CH:14]=3)[CH:9]=[N:8]2)=[C:4]([C:30]([F:33])([F:31])[F:32])[CH:3]=1, predict the reactants needed to synthesize it. The reactants are: [Cl:1][C:2]1[CH:29]=[CH:28][C:5]([CH2:6][N:7]2[C:15]3[C:10](=[CH:11][C:12](/[CH:16]=[C:17]4/[C:18](=[O:27])[N:19]([CH2:23][C:24]([OH:26])=O)[C:20](=[O:22])[S:21]/4)=[CH:13][CH:14]=3)[CH:9]=[N:8]2)=[C:4]([C:30]([F:33])([F:32])[F:31])[CH:3]=1.[CH3:34][N:35]([CH3:40])[S:36]([NH2:39])(=[O:38])=[O:37]. (8) Given the product [CH3:1][O:2][C:3]([C:5]1[S:6][C:7]([C:17]([CH:19]2[CH2:24][CH2:23][O:22][CH2:21][CH2:20]2)=[O:18])=[CH:8][C:9]=1[NH2:10])=[O:4], predict the reactants needed to synthesize it. The reactants are: [CH3:1][O:2][C:3]([C:5]1[S:6][C:7]([C:17]([CH:19]2[CH2:24][CH2:23][O:22][CH2:21][CH2:20]2)=[O:18])=[CH:8][C:9]=1[NH:10]C(=O)C(F)(F)F)=[O:4].C(=O)([O-])[O-].[K+].[K+]. (9) Given the product [NH2:17][C:14]1[CH:13]=[CH:12][C:11]([C:8]2[C:7]3[C:2]([NH2:1])=[N:3][CH:4]=[C:5]([Br:25])[C:6]=3[S:10][CH:9]=2)=[CH:16][CH:15]=1, predict the reactants needed to synthesize it. The reactants are: [NH2:1][C:2]1[C:7]2[C:8]([C:11]3[CH:16]=[CH:15][C:14]([NH:17]C(=O)OC(C)(C)C)=[CH:13][CH:12]=3)=[CH:9][S:10][C:6]=2[C:5]([Br:25])=[CH:4][N:3]=1.